Dataset: Catalyst prediction with 721,799 reactions and 888 catalyst types from USPTO. Task: Predict which catalyst facilitates the given reaction. (1) Reactant: [C:1]([BH3-])#[N:2].[Na+].[O:5]=[C:6]1[NH:14][C:9]2=[N:10][CH:11]=[CH:12][CH:13]=[C:8]2[N:7]1[CH:15]1[CH2:20][CH2:19][N:18]([C:21]([O:23][C@H:24]2[C:30]3=[N:31][C:32](N)=[CH:33][CH:34]=[C:29]3[CH2:28][C@H:27]([C:36]3[CH:41]=[CH:40][CH:39]=[C:38]([F:42])[C:37]=3[F:43])[CH2:26][CH2:25]2)=[O:22])[CH2:17][CH2:16]1.C=O.[C:46](O)(=O)C. Product: [O:5]=[C:6]1[NH:14][C:9]2=[N:10][CH:11]=[CH:12][CH:13]=[C:8]2[N:7]1[CH:15]1[CH2:20][CH2:19][N:18]([C:21]([O:23][C@H:24]2[C:30]3=[N:31][C:32]([N:2]([CH3:1])[CH3:46])=[CH:33][CH:34]=[C:29]3[CH2:28][C@H:27]([C:36]3[CH:41]=[CH:40][CH:39]=[C:38]([F:42])[C:37]=3[F:43])[CH2:26][CH2:25]2)=[O:22])[CH2:17][CH2:16]1. The catalyst class is: 10. (2) Reactant: [CH2:1]([O:8][C:9]1[C:14]([C:15](=O)[CH3:16])=[C:13]([OH:18])[C:12]([O:19][C:20]2[C:28]([CH3:29])=[CH:27][C:26]([N+:30]([O-:32])=[O:31])=[C:25]3[C:21]=2[CH2:22][CH2:23][CH2:24]3)=[CH:11][CH:10]=1)[C:2]1[CH:7]=[CH:6][CH:5]=[CH:4][CH:3]=1.[C:33]([O:37][CH2:38][CH3:39])(=[O:36])[NH:34][NH2:35].CCCCCC. Product: [CH2:1]([O:8][C:9]1[C:14]([C:15](=[N:35][NH:34][C:33]([O:37][CH2:38][CH3:39])=[O:36])[CH3:16])=[C:13]([OH:18])[C:12]([O:19][C:20]2[C:28]([CH3:29])=[CH:27][C:26]([N+:30]([O-:32])=[O:31])=[C:25]3[C:21]=2[CH2:22][CH2:23][CH2:24]3)=[CH:11][CH:10]=1)[C:2]1[CH:3]=[CH:4][CH:5]=[CH:6][CH:7]=1. The catalyst class is: 259.